This data is from Catalyst prediction with 721,799 reactions and 888 catalyst types from USPTO. The task is: Predict which catalyst facilitates the given reaction. Reactant: [O:1]1[C:5]2([CH2:10][CH2:9][NH:8][CH2:7][CH2:6]2)[O:4][CH2:3][CH2:2]1.CCN(CC)CC.[F:18][C:19]1[CH:20]=[CH:21][C:22]([CH3:29])=[C:23]([S:25](Cl)(=[O:27])=[O:26])[CH:24]=1. Product: [F:18][C:19]1[CH:20]=[CH:21][C:22]([CH3:29])=[C:23]([S:25]([N:8]2[CH2:9][CH2:10][C:5]3([O:4][CH2:3][CH2:2][O:1]3)[CH2:6][CH2:7]2)(=[O:27])=[O:26])[CH:24]=1. The catalyst class is: 1.